This data is from Catalyst prediction with 721,799 reactions and 888 catalyst types from USPTO. The task is: Predict which catalyst facilitates the given reaction. Reactant: [C:1]1([CH3:28])[CH:6]=[CH:5][C:4]([NH:7][C:8]2[CH:16]=[C:15]([C:17]([OH:19])=O)[C:14]([NH:20][C:21]3[CH:26]=[CH:25][C:24]([CH3:27])=[CH:23][CH:22]=3)=[CH:13][C:9]=2[C:10](O)=[O:11])=[CH:3][CH:2]=1.C1(C)C=CC(S(O)(=O)=O)=CC=1.C(O)CO. Product: [CH3:27][C:24]1[CH:23]=[CH:22][C:21]2[NH:20][C:14]3[C:15]([C:17](=[O:19])[C:26]=2[CH:25]=1)=[CH:16][C:8]1[NH:7][C:4]2[CH:3]=[CH:2][C:1]([CH3:28])=[CH:6][C:5]=2[C:10](=[O:11])[C:9]=1[CH:13]=3. The catalyst class is: 9.